This data is from Forward reaction prediction with 1.9M reactions from USPTO patents (1976-2016). The task is: Predict the product of the given reaction. (1) The product is: [C:10]([C:9]1[CH:20]=[CH:19][C:18](=[O:21])[N:7]2[CH:8]=[C:4]([CH:1]([CH3:3])[CH3:2])[NH:5][C:6]=12)(=[O:11])[C:12]1[CH:17]=[CH:16][CH:15]=[CH:14][CH:13]=1. Given the reactants [CH:1]([C:4]1[N:5]=[C:6]([CH2:9][C:10]([C:12]2[CH:17]=[CH:16][CH:15]=[CH:14][CH:13]=2)=[O:11])[NH:7][CH:8]=1)([CH3:3])[CH3:2].[C:18](O)(=[O:21])[C:19]#[CH:20].N1(C(N2C=CN=C2)=O)C=CN=C1, predict the reaction product. (2) Given the reactants [CH:1]1([C:4]2[NH:8][N:7]=[C:6]([C:9]([OH:11])=[O:10])[CH:5]=2)[CH2:3][CH2:2]1.F[C:13]1[CH:18]=[C:17]([I:19])[CH:16]=[CH:15][N:14]=1, predict the reaction product. The product is: [CH:1]1([C:4]2[N:8]([C:13]3[CH:18]=[C:17]([I:19])[CH:16]=[CH:15][N:14]=3)[N:7]=[C:6]([C:9]([OH:11])=[O:10])[CH:5]=2)[CH2:2][CH2:3]1.